From a dataset of Forward reaction prediction with 1.9M reactions from USPTO patents (1976-2016). Predict the product of the given reaction. Given the reactants Br[C:2]1[CH:7]=[CH:6][C:5]([CH2:8][CH2:9][CH2:10][O:11][CH2:12][C:13]2[CH:18]=[CH:17][CH:16]=[CH:15][CH:14]=2)=[CH:4][CH:3]=1.CCCCCC.C([Li])CCC.[OH:30][C:31]1[CH:38]=[C:37]([C:39]([O:41][CH3:42])=[O:40])[CH:36]=[CH:35][C:32]=1[CH:33]=[O:34].[Cl-].[NH4+], predict the reaction product. The product is: [CH2:12]([O:11][CH2:10][CH2:9][CH2:8][C:5]1[CH:6]=[CH:7][C:2]([CH:33]([OH:34])[C:32]2[CH:35]=[CH:36][C:37]([C:39]([O:41][CH3:42])=[O:40])=[CH:38][C:31]=2[OH:30])=[CH:3][CH:4]=1)[C:13]1[CH:18]=[CH:17][CH:16]=[CH:15][CH:14]=1.